Dataset: Full USPTO retrosynthesis dataset with 1.9M reactions from patents (1976-2016). Task: Predict the reactants needed to synthesize the given product. (1) Given the product [Br:1][C:2]1[CH:3]=[N:4][C:5]([N:12]2[CH2:11][CH2:10][N:9]([C:15]([O:17][C:18]([CH3:21])([CH3:20])[CH3:19])=[O:16])[CH2:14][CH2:13]2)=[N:6][CH:7]=1, predict the reactants needed to synthesize it. The reactants are: [Br:1][C:2]1[CH:3]=[N:4][C:5](Cl)=[N:6][CH:7]=1.[N:9]1([C:15]([O:17][C:18]([CH3:21])([CH3:20])[CH3:19])=[O:16])[CH2:14][CH2:13][NH:12][CH2:11][CH2:10]1. (2) Given the product [Na+:46].[F:27][C:24]1[CH:23]=[CH:22][C:21]([C:13]2[C:14]([C:15]3[CH:16]=[CH:17][CH:18]=[CH:19][CH:20]=3)=[C:10]([C:8](=[O:9])[NH:7][C:1]3[CH:6]=[CH:5][CH:4]=[CH:3][CH:2]=3)[N:11]([CH:38]([CH3:39])[CH3:40])[C:12]=2[CH2:28][CH2:29][CH:30]([OH:43])[CH2:35][C@@H:34]([OH:36])[CH2:33][C:32]([O-:31])=[O:37])=[CH:26][CH:25]=1, predict the reactants needed to synthesize it. The reactants are: [C:1]1([NH:7][C:8]([C:10]2[N:11]([CH:38]([CH3:40])[CH3:39])[C:12]([CH2:28][CH2:29][CH:30]3[CH2:35][C@@H:34]([OH:36])[CH2:33][C:32](=[O:37])[O:31]3)=[C:13]([C:21]3[CH:26]=[CH:25][C:24]([F:27])=[CH:23][CH:22]=3)[C:14]=2[C:15]2[CH:20]=[CH:19][CH:18]=[CH:17][CH:16]=2)=[O:9])[CH:6]=[CH:5][CH:4]=[CH:3][CH:2]=1.C([OH:43])C.O.[OH-].[Na+:46]. (3) Given the product [CH3:48][P:45]([C:41]1[CH:40]=[C:39]([NH:38][C:36]([NH:35][C:32]2[CH:33]=[CH:34][C:29]([O:28][C:25]3[CH:24]=[CH:23][N:22]=[C:21]4[CH:20]=[C:19]([C:16]5[CH:17]=[CH:18][C:13]([CH2:12][NH:7][CH2:8][CH2:9][O:10][CH3:11])=[CH:14][N:15]=5)[S:27][C:26]=34)=[C:30]([F:49])[CH:31]=2)=[O:37])[CH:44]=[CH:43][CH:42]=1)([CH3:47])=[O:46], predict the reactants needed to synthesize it. The reactants are: C(OC(=O)[N:7]([CH2:12][C:13]1[CH:14]=[N:15][C:16]([C:19]2[S:27][C:26]3[C:21](=[N:22][CH:23]=[CH:24][C:25]=3[O:28][C:29]3[CH:34]=[CH:33][C:32]([NH:35][C:36]([NH:38][C:39]4[CH:44]=[CH:43][CH:42]=[C:41]([P:45]([CH3:48])([CH3:47])=[O:46])[CH:40]=4)=[O:37])=[CH:31][C:30]=3[F:49])[CH:20]=2)=[CH:17][CH:18]=1)[CH2:8][CH2:9][O:10][CH3:11])(C)(C)C.FC(F)(F)C(O)=O. (4) Given the product [F:35][C:3]1[C:4]([NH:25][CH2:26][CH2:27][NH:28][C:29]2[CH:34]=[CH:33][CH:32]=[CH:31][N:30]=2)=[C:5]2[O:10][CH2:9][C@@H:8]([C:11]3[CH:12]=[CH:13][CH:14]=[CH:15][CH:16]=3)[N:7]3[CH:17]=[C:18]([C:22]([OH:24])=[O:23])[C:19](=[O:21])[C:20]([C:2]=1[NH:43][CH2:42][C:41]1[CH:44]=[CH:45][C:38]([O:37][CH3:36])=[CH:39][CH:40]=1)=[C:6]23, predict the reactants needed to synthesize it. The reactants are: F[C:2]1[C:20]2[C:19](=[O:21])[C:18]([C:22]([OH:24])=[O:23])=[CH:17][N:7]3[C@H:8]([C:11]4[CH:16]=[CH:15][CH:14]=[CH:13][CH:12]=4)[CH2:9][O:10][C:5]([C:6]=23)=[C:4]([NH:25][CH2:26][CH2:27][NH:28][C:29]2[CH:34]=[CH:33][CH:32]=[CH:31][N:30]=2)[C:3]=1[F:35].[CH3:36][O:37][C:38]1[CH:45]=[CH:44][C:41]([CH2:42][NH2:43])=[CH:40][CH:39]=1.